Dataset: Forward reaction prediction with 1.9M reactions from USPTO patents (1976-2016). Task: Predict the product of the given reaction. (1) Given the reactants [OH:1][CH2:2][CH2:3][C:4]1[CH:9]=[CH:8][C:7]([OH:10])=[C:6]([N:11]=[N:12][C:13]2[CH:18]=[CH:17][C:16]([CH2:19][CH2:20][OH:21])=[CH:15][CH:14]=2)[CH:5]=1.C[O:30][C:27]1[CH:29]=[CH:28][C:27]([OH:30])=[CH:29][CH:28]=1.N1C=CC=C[CH:32]=1.[C:37](Cl)(=[O:41])[C:38]([CH3:40])=[CH2:39], predict the reaction product. The product is: [C:37]([O:1][CH2:2][CH2:3][C:4]1[CH:9]=[CH:8][C:7]([OH:10])=[C:6]([N:11]=[N:12][C:13]2[CH:18]=[CH:17][C:16]([CH2:19][CH2:20][O:21][C:27](=[O:30])[C:28]([CH3:29])=[CH2:32])=[CH:15][CH:14]=2)[CH:5]=1)(=[O:41])[C:38]([CH3:40])=[CH2:39]. (2) Given the reactants [NH4+].[Cl-].[CH2:3]([O:6][C:7]1[CH:12]=[CH:11][C:10]([N+:13]([O-])=O)=[CH:9][C:8]=1[O:16][C:17]([F:20])([F:19])[F:18])[CH:4]=[CH2:5], predict the reaction product. The product is: [CH2:3]([O:6][C:7]1[CH:12]=[CH:11][C:10]([NH2:13])=[CH:9][C:8]=1[O:16][C:17]([F:18])([F:19])[F:20])[CH:4]=[CH2:5]. (3) Given the reactants [CH2:1]([N:8]1[C:13](=[O:14])[C:12]([C:15]2[CH:20]=[CH:19][C:18]([F:21])=[CH:17][CH:16]=2)=[C:11](OS(C(F)(F)F)(=O)=O)[CH:10]=[N:9]1)[C:2]1[CH:7]=[CH:6][CH:5]=[CH:4][CH:3]=1.[CH3:30][S:31][C:32]1[CH:37]=[CH:36][C:35](B(O)O)=[CH:34][CH:33]=1.CCN(CC)CC, predict the reaction product. The product is: [CH2:1]([N:8]1[C:13](=[O:14])[C:12]([C:15]2[CH:20]=[CH:19][C:18]([F:21])=[CH:17][CH:16]=2)=[C:11]([C:35]2[CH:36]=[CH:37][C:32]([S:31][CH3:30])=[CH:33][CH:34]=2)[CH:10]=[N:9]1)[C:2]1[CH:7]=[CH:6][CH:5]=[CH:4][CH:3]=1.